Predict which catalyst facilitates the given reaction. From a dataset of Catalyst prediction with 721,799 reactions and 888 catalyst types from USPTO. (1) Product: [S:16]1[C:17]2[CH:23]=[CH:22][CH:21]=[CH:20][C:18]=2[N:19]=[C:15]1[O:14][C:13]1[CH:12]=[CH:11][C:10]([CH2:9][N:3]2[CH2:4][C@@H:5]3[CH2:8][C@H:2]2[CH2:7][N:6]3[C:27](=[O:28])[CH2:26][OH:29])=[CH:25][CH:24]=1. The catalyst class is: 2. Reactant: Cl.[C@H:2]12[CH2:8][C@H:5]([NH:6][CH2:7]1)[CH2:4][N:3]2[CH2:9][C:10]1[CH:25]=[CH:24][C:13]([O:14][C:15]2[S:16][C:17]3[CH:23]=[CH:22][CH:21]=[CH:20][C:18]=3[N:19]=2)=[CH:12][CH:11]=1.[C:26](O)(=[O:29])[CH2:27][OH:28].Cl.CN(C)CCCN=C=NCC.CCN(CC)CC. (2) Reactant: [Cl:1][C:2]1[CH:7]=[CH:6][C:5]([N:8]2[CH2:13][CH2:12][N:11]([C:14](=[O:36])[CH2:15][N:16]3[C:20]4[CH:21]=[CH:22][C:23]([O:25][CH2:26][CH2:27][O:28]C5CCCCO5)=[CH:24][C:19]=4[O:18][C:17]3=[O:35])[CH2:10][CH2:9]2)=[CH:4][C:3]=1[O:37][CH3:38].C(O)(C(F)(F)F)=O. Product: [Cl:1][C:2]1[CH:7]=[CH:6][C:5]([N:8]2[CH2:9][CH2:10][N:11]([C:14](=[O:36])[CH2:15][N:16]3[C:20]4[CH:21]=[CH:22][C:23]([O:25][CH2:26][CH2:27][OH:28])=[CH:24][C:19]=4[O:18][C:17]3=[O:35])[CH2:12][CH2:13]2)=[CH:4][C:3]=1[O:37][CH3:38]. The catalyst class is: 1. (3) Reactant: [Cl:1][C:2]1[CH:7]=[CH:6][C:5]([C:8]2[CH:12]=[C:11]([CH:13]([NH2:15])[CH3:14])[O:10][N:9]=2)=[CH:4][CH:3]=1.[C:16]([O:20][C@@H:21]([C@H:23]1[CH2:27][O:26][C:25](=[O:28])[N:24]1[C:29]1[CH:34]=[CH:33][N:32]=[C:31](F)[N:30]=1)[CH3:22])([CH3:19])([CH3:18])[CH3:17].C(N(C(C)C)C(C)C)C. Product: [C:16]([O:20][C@@H:21]([C@H:23]1[CH2:27][O:26][C:25](=[O:28])[N:24]1[C:29]1[CH:34]=[CH:33][N:32]=[C:31]([NH:15][CH:13]([C:11]2[O:10][N:9]=[C:8]([C:5]3[CH:4]=[CH:3][C:2]([Cl:1])=[CH:7][CH:6]=3)[CH:12]=2)[CH3:14])[N:30]=1)[CH3:22])([CH3:17])([CH3:18])[CH3:19]. The catalyst class is: 197. (4) Reactant: [N+:1]([C:4]1[CH:5]=[C:6]([CH:9]=[CH:10][CH:11]=1)[CH2:7]Cl)([O-:3])=[O:2].[NH:12]([CH2:16][CH2:17][OH:18])[CH2:13][CH2:14][OH:15]. Product: [OH:15][CH2:14][CH2:13][N:12]([CH2:7][C:6]1[CH:9]=[CH:10][CH:11]=[C:4]([N+:1]([O-:3])=[O:2])[CH:5]=1)[CH2:16][CH2:17][OH:18]. The catalyst class is: 270. (5) Reactant: N1(S(N)(=O)=O)C2C(=CC=CC=2)CC1.[Br:14][C:15]1[CH:16]=[CH:17][CH:18]=[C:19]2[C:23]=1[NH:22][CH:21]=[CH:20]2.[BH3-]C#N.[Na+]. Product: [Br:14][C:15]1[CH:16]=[CH:17][CH:18]=[C:19]2[C:23]=1[NH:22][CH2:21][CH2:20]2. The catalyst class is: 52. (6) Reactant: [Cl:1][C:2]1[N:7]=[C:6]([C:8]2[CH:13]=[CH:12][CH:11]=[C:10]([O:14][CH3:15])[CH:9]=2)[C:5]([CH2:16][C:17]([O:19]C)=[O:18])=[CH:4][CH:3]=1.CO.O.[OH-].[Na+]. Product: [Cl:1][C:2]1[N:7]=[C:6]([C:8]2[CH:13]=[CH:12][CH:11]=[C:10]([O:14][CH3:15])[CH:9]=2)[C:5]([CH2:16][C:17]([OH:19])=[O:18])=[CH:4][CH:3]=1. The catalyst class is: 1. (7) Reactant: CS(O[CH:6]1[CH2:9][N:8]([C:10]([O:12][C:13]([CH3:16])([CH3:15])[CH3:14])=[O:11])[CH2:7]1)(=O)=O.[I-:17].[K+]. Product: [I:17][CH:6]1[CH2:9][N:8]([C:10]([O:12][C:13]([CH3:16])([CH3:15])[CH3:14])=[O:11])[CH2:7]1. The catalyst class is: 9.